The task is: Regression. Given a peptide amino acid sequence and an MHC pseudo amino acid sequence, predict their binding affinity value. This is MHC class II binding data.. This data is from Peptide-MHC class II binding affinity with 134,281 pairs from IEDB. (1) The peptide sequence is VIGLYGNGILVGDNS. The MHC is DRB1_0404 with pseudo-sequence DRB1_0404. The binding affinity (normalized) is 0.316. (2) The peptide sequence is EKDIEIIPIQEEEY. The MHC is HLA-DQA10501-DQB10301 with pseudo-sequence HLA-DQA10501-DQB10301. The binding affinity (normalized) is 0.0182. (3) The peptide sequence is MFIRNCARKVFNDIK. The MHC is DRB1_0401 with pseudo-sequence DRB1_0401. The binding affinity (normalized) is 0.477.